This data is from Full USPTO retrosynthesis dataset with 1.9M reactions from patents (1976-2016). The task is: Predict the reactants needed to synthesize the given product. (1) Given the product [F:10][C:11]1[CH:12]=[C:13]([NH:14][C:40](=[O:41])[CH2:39][N:21]2[C:22]3([CH2:35][CH2:36][CH2:37][CH2:38]3)[N:23]=[C:24]([C:25]3[CH:30]=[CH:29][C:28]([C:31]([F:32])([F:33])[F:34])=[CH:27][CH:26]=3)[C:20]2=[O:19])[CH:15]=[CH:16][C:17]=1[F:18], predict the reactants needed to synthesize it. The reactants are: C(N(C(C)C)CC)(C)C.[F:10][C:11]1[CH:12]=[C:13]([CH:15]=[CH:16][C:17]=1[F:18])[NH2:14].[O:19]=[C:20]1[C:24]([C:25]2[CH:30]=[CH:29][C:28]([C:31]([F:34])([F:33])[F:32])=[CH:27][CH:26]=2)=[N:23][C:22]2([CH2:38][CH2:37][CH2:36][CH2:35]2)[N:21]1[CH2:39][C:40](O)=[O:41].CN(C(ON1N=NC2C=CC=NC1=2)=[N+](C)C)C.F[P-](F)(F)(F)(F)F. (2) Given the product [F:43][CH:31]([CH2:30][CH2:29][C:27]1[S:28][C:24]([NH:23][C:17](=[O:19])[CH2:16][C:12]2[CH:11]=[C:10]([C:6]3[CH:7]=[CH:8][CH:9]=[C:4]([O:3][C:2]([F:1])([F:21])[F:20])[CH:5]=3)[CH:15]=[CH:14][N:13]=2)=[N:25][N:26]=1)[CH2:32][N:33]1[CH:37]=[C:36]([C:38]([O:40][CH2:41][CH3:42])=[O:39])[N:35]=[N:34]1, predict the reactants needed to synthesize it. The reactants are: [F:1][C:2]([F:21])([F:20])[O:3][C:4]1[CH:5]=[C:6]([C:10]2[CH:15]=[CH:14][N:13]=[C:12]([CH2:16][C:17]([O-:19])=O)[CH:11]=2)[CH:7]=[CH:8][CH:9]=1.[Li+].[NH2:23][C:24]1[S:28][C:27]([CH2:29][CH2:30][CH:31]([F:43])[CH2:32][N:33]2[CH:37]=[C:36]([C:38]([O:40][CH2:41][CH3:42])=[O:39])[N:35]=[N:34]2)=[N:26][N:25]=1.C(P1(=O)OP(CCC)(=O)OP(CCC)(=O)O1)CC.